From a dataset of Forward reaction prediction with 1.9M reactions from USPTO patents (1976-2016). Predict the product of the given reaction. (1) Given the reactants [Cl:1][C:2]1[CH:10]=[C:9]2[C:5]([C:6]([C:11]([N:13]3[CH2:18][CH2:17][C:16]4([C:22]5[CH:23]=[CH:24][C:25]([F:27])=[CH:26][C:21]=5[C:20](=[O:28])[O:19]4)[CH2:15][CH2:14]3)=[O:12])=[CH:7][NH:8]2)=[CH:4][CH:3]=1.Cl[CH2:30][C:31]([N:33]1[CH2:38][CH2:37][O:36][CH2:35][CH2:34]1)=[O:32], predict the reaction product. The product is: [Cl:1][C:2]1[CH:10]=[C:9]2[C:5]([C:6]([C:11]([N:13]3[CH2:18][CH2:17][C:16]4([C:22]5[CH:23]=[CH:24][C:25]([F:27])=[CH:26][C:21]=5[C:20](=[O:28])[O:19]4)[CH2:15][CH2:14]3)=[O:12])=[CH:7][N:8]2[CH2:30][C:31]([N:33]2[CH2:38][CH2:37][O:36][CH2:35][CH2:34]2)=[O:32])=[CH:4][CH:3]=1. (2) Given the reactants [CH3:1][O:2][C:3]1[CH:4]=[C:5]2[C:10](=[C:11]([O:13][CH3:14])[CH:12]=1)[C:9](=[O:15])[CH2:8][CH2:7][CH2:6]2.Br[C:17]1[CH:22]=[CH:21][C:20]([O:23][CH3:24])=[CH:19][CH:18]=1.CC(C)([O-])C.[Na+], predict the reaction product. The product is: [CH3:1][O:2][C:3]1[CH:4]=[C:5]2[C:10](=[C:11]([O:13][CH3:14])[CH:12]=1)[C:9](=[O:15])[CH:8]([C:17]1[CH:22]=[CH:21][C:20]([O:23][CH3:24])=[CH:19][CH:18]=1)[CH2:7][CH2:6]2. (3) Given the reactants BrC1C=CC(S(N2CCC2)(=O)=O)=CC=1.[Br:15][C:16]1[CH:21]=[CH:20][C:19]([S:22](Cl)(=[O:24])=[O:23])=[CH:18][CH:17]=1.[F:26][C:27]1[CH:33]=[C:32]([CH3:34])[CH:31]=[CH:30][C:28]=1[NH2:29], predict the reaction product. The product is: [Br:15][C:16]1[CH:21]=[CH:20][C:19]([S:22]([NH:29][C:28]2[CH:30]=[CH:31][C:32]([CH3:34])=[CH:33][C:27]=2[F:26])(=[O:24])=[O:23])=[CH:18][CH:17]=1. (4) Given the reactants OC1[CH2:11][CH2:10][C:9]([CH3:13])([CH3:12])[C:8]2[CH:7]=[C:6]([C:14]#[C:15][C:16]3[CH:21]=[CH:20][C:19]([CH2:22][C:23]([O:25][CH3:26])=[O:24])=[CH:18][CH:17]=3)[CH:5]=[CH:4][C:3]1=2.[C:27]([N:34]1[CH:38]=[CH:37][N:36]=[CH:35]1)(N1C=CN=C1)=O, predict the reaction product. The product is: [N:34]1([CH:27]2[CH2:11][CH2:10][C:9]([CH3:13])([CH3:12])[C:8]3[CH:7]=[C:6]([C:14]#[C:15][C:16]4[CH:21]=[CH:20][C:19]([CH2:22][C:23]([O:25][CH3:26])=[O:24])=[CH:18][CH:17]=4)[CH:5]=[CH:4][C:3]2=3)[CH:38]=[CH:37][N:36]=[CH:35]1.